Dataset: Retrosynthesis with 50K atom-mapped reactions and 10 reaction types from USPTO. Task: Predict the reactants needed to synthesize the given product. (1) Given the product COc1ncccc1-c1cc(NCc2c(C)cccc2C)c2nc(C)c(C)n2c1, predict the reactants needed to synthesize it. The reactants are: COc1ncccc1B(O)O.Cc1cccc(C)c1CNc1cc(Br)cn2c(C)c(C)nc12. (2) Given the product CC1(C)OC(O)C(c2cccc(F)c2)=C1c1ccc(S(C)(=O)=O)cc1, predict the reactants needed to synthesize it. The reactants are: CC1(C)OC(=O)C(c2cccc(F)c2)=C1c1ccc(S(C)(=O)=O)cc1. (3) The reactants are: Cc1c(C(=O)C(C)C)c(-c2ccccc2)c2n1CCC2. Given the product Cc1c(CC(C)C)c(-c2ccccc2)c2n1CCC2, predict the reactants needed to synthesize it. (4) Given the product O=C(Nc1ccc(C(F)(F)F)c(OCCN2CCCC2)c1)c1cccnc1NCc1ccc(F)cc1, predict the reactants needed to synthesize it. The reactants are: NCc1ccc(F)cc1.O=C(Nc1ccc(C(F)(F)F)c(OCCN2CCCC2)c1)c1cccnc1Cl.